This data is from Reaction yield outcomes from USPTO patents with 853,638 reactions. The task is: Predict the reaction yield, written as a fraction of the theoretical maximum amount of product (1.0 means a 100% yield; for example, 0.34 means a 34% yield). The reactants are [H-].[Na+].[CH2:3]([C:7]1[CH:8]=[C:9]([NH:24][C:25]([C:27]2[C:32]([CH3:33])=[N:31][CH:30]=[CH:29][N:28]=2)=[O:26])[CH:10]=[CH:11][C:12]=1[C:13]([O:22][CH3:23])([C:18]([F:21])([F:20])[F:19])[C:14]([F:17])([F:16])[F:15])[CH:4]([CH3:6])[CH3:5].[C:34](Cl)(=[O:40])[O:35][CH2:36][CH:37]([CH3:39])[CH3:38].Cl. The catalyst is C1COCC1. The product is [CH2:36]([O:35][C:34]([N:24]([C:9]1[CH:10]=[CH:11][C:12]([C:13]([O:22][CH3:23])([C:18]([F:20])([F:21])[F:19])[C:14]([F:17])([F:16])[F:15])=[C:7]([CH2:3][CH:4]([CH3:6])[CH3:5])[CH:8]=1)[C:25]([C:27]1[C:32]([CH3:33])=[N:31][CH:30]=[CH:29][N:28]=1)=[O:26])=[O:40])[CH:37]([CH3:39])[CH3:38]. The yield is 0.900.